This data is from Reaction yield outcomes from USPTO patents with 853,638 reactions. The task is: Predict the reaction yield, written as a fraction of the theoretical maximum amount of product (1.0 means a 100% yield; for example, 0.34 means a 34% yield). (1) The reactants are [NH2:1][C:2]1[C:3]([NH:16][CH:17]2[CH2:21][CH2:20][CH2:19][CH2:18]2)=[N:4][C:5]([NH:8][C@H:9]2[CH2:14][CH2:13][C@H:12]([OH:15])[CH2:11][CH2:10]2)=[N:6][CH:7]=1.[F:22][C:23]1[CH:28]=[CH:27][CH:26]=[C:25]([F:29])[C:24]=1[N:30]=[C:31]=S.C(O)C.CC(N=C=NC(C)C)C. The catalyst is CN(C=O)C. The product is [F:22][C:23]1[CH:28]=[CH:27][CH:26]=[C:25]([F:29])[C:24]=1[NH:30][C:31]1[N:16]([CH:17]2[CH2:21][CH2:20][CH2:19][CH2:18]2)[C:3]2[C:2]([N:1]=1)=[CH:7][N:6]=[C:5]([NH:8][C@H:9]1[CH2:10][CH2:11][C@H:12]([OH:15])[CH2:13][CH2:14]1)[N:4]=2. The yield is 0.460. (2) The reactants are [Br:1][C:2]1[C:7]([OH:8])=[CH:6][CH:5]=[CH:4][N:3]=1.Br[CH2:10][CH2:11][F:12].C([O-])([O-])=O.[K+].[K+]. The catalyst is C(#N)C. The product is [Br:1][C:2]1[C:7]([O:8][CH2:10][CH2:11][F:12])=[CH:6][CH:5]=[CH:4][N:3]=1. The yield is 0.680. (3) The reactants are [C:1]([N:3]=[C:4]([N:12]1[CH2:17][CH2:16][C:15]([CH2:24][CH2:25][N:26]2[CH:31]3[CH2:32][CH2:33][CH:27]2[CH2:28][CH:29]([N:34]2[C:38]4[CH:39]=[CH:40][CH:41]=[CH:42][C:37]=4[N:36]=[C:35]2[CH3:43])[CH2:30]3)([C:18]2[CH:23]=[CH:22][CH:21]=[CH:20][CH:19]=2)[CH2:14][CH2:13]1)[O:5][C:6]1C=CC=CC=1)#[N:2].C[O-].[Na+].[Na]. The catalyst is C1COCC1.CO. The product is [C:1]([N:3]=[C:4]([N:12]1[CH2:13][CH2:14][C:15]([CH2:24][CH2:25][N:26]2[CH:31]3[CH2:32][CH2:33][CH:27]2[CH2:28][CH:29]([N:34]2[C:38]4[CH:39]=[CH:40][CH:41]=[CH:42][C:37]=4[N:36]=[C:35]2[CH3:43])[CH2:30]3)([C:18]2[CH:23]=[CH:22][CH:21]=[CH:20][CH:19]=2)[CH2:16][CH2:17]1)[O:5][CH3:6])#[N:2]. The yield is 0.720. (4) The catalyst is O1CCCC1.C(OCC)(=O)C. The yield is 0.950. The reactants are O1[C:5]2([CH2:10][CH2:9][CH:8]([N:11]3[C:16](=[O:17])[C:15]([CH2:18][C:19]4[CH:24]=[CH:23][C:22]([C:25]5[C:26]([C:31]#[N:32])=[CH:27][CH:28]=[CH:29][CH:30]=5)=[CH:21][C:20]=4[O:33][CH3:34])=[C:14]([CH2:35][CH2:36][CH3:37])[N:13]4[N:38]=[CH:39][CH:40]=[C:12]34)[CH2:7][CH2:6]2)[O:4]CC1.Cl.[OH-].[Na+]. The product is [OH:4][C@H:5]1[CH2:6][CH2:7][C@H:8]([N:11]2[C:16](=[O:17])[C:15]([CH2:18][C:19]3[CH:24]=[CH:23][C:22]([C:25]4[C:26]([C:31]#[N:32])=[CH:27][CH:28]=[CH:29][CH:30]=4)=[CH:21][C:20]=3[O:33][CH3:34])=[C:14]([CH2:35][CH2:36][CH3:37])[N:13]3[N:38]=[CH:39][CH:40]=[C:12]23)[CH2:9][CH2:10]1.